From a dataset of Cav3 T-type calcium channel HTS with 100,875 compounds. Binary Classification. Given a drug SMILES string, predict its activity (active/inactive) in a high-throughput screening assay against a specified biological target. (1) The compound is s1c(N(C(=O)c2cc(ccc2)C#N)C)nnc1c1ccncc1. The result is 0 (inactive). (2) The molecule is S(c1n(nnn1)c1cc(OC)c(OC)cc1)CC(=O)Nc1nc(ccc1)C. The result is 0 (inactive). (3) The molecule is Fc1ccc(Nc2ncnc3n(ncc23)c2cc(ccc2)C)cc1. The result is 0 (inactive).